Predict the product of the given reaction. From a dataset of Forward reaction prediction with 1.9M reactions from USPTO patents (1976-2016). (1) Given the reactants [Br:1][C:2]1[CH:22]=[CH:21][C:5]([O:6][CH2:7][CH:8]2[CH2:13][CH2:12][N:11](C(OC(C)(C)C)=O)[CH2:10][CH2:9]2)=[C:4]([CH:23]=[O:24])[CH:3]=1.[ClH:25].O1CCOCC1, predict the reaction product. The product is: [ClH:25].[Br:1][C:2]1[CH:22]=[CH:21][C:5]([O:6][CH2:7][CH:8]2[CH2:9][CH2:10][NH:11][CH2:12][CH2:13]2)=[C:4]([CH:3]=1)[CH:23]=[O:24]. (2) Given the reactants [CH:1]([C:4]1[CH:9]=[CH:8][CH:7]=[CH:6][C:5]=1[C:10]1[C:18]2[C:13](=[CH:14][CH:15]=[C:16]([O:19][CH2:20][CH2:21][CH2:22][CH2:23][N:24]3[CH2:29][CH2:28][O:27][CH2:26][CH2:25]3)[CH:17]=2)[N:12]([CH2:30][CH2:31][CH2:32][O:33][C:34]2[C:43]3[C:38](=[CH:39][CH:40]=[CH:41][CH:42]=3)[CH:37]=[CH:36][CH:35]=2)[C:11]=1[C:44]([O:46]CC)=[O:45])([CH3:3])[CH3:2].[OH-].[Na+], predict the reaction product. The product is: [CH:1]([C:4]1[CH:9]=[CH:8][CH:7]=[CH:6][C:5]=1[C:10]1[C:18]2[C:13](=[CH:14][CH:15]=[C:16]([O:19][CH2:20][CH2:21][CH2:22][CH2:23][N:24]3[CH2:25][CH2:26][O:27][CH2:28][CH2:29]3)[CH:17]=2)[N:12]([CH2:30][CH2:31][CH2:32][O:33][C:34]2[C:43]3[C:38](=[CH:39][CH:40]=[CH:41][CH:42]=3)[CH:37]=[CH:36][CH:35]=2)[C:11]=1[C:44]([OH:46])=[O:45])([CH3:3])[CH3:2]. (3) Given the reactants [C:1]([NH:9][CH2:10][C:11]1[CH:16]=[C:15]([N+:17]([O-:19])=[O:18])[CH:14]=[CH:13][C:12]=1[NH2:20])(=O)[C:2]1[CH:7]=[CH:6][CH:5]=[CH:4][CH:3]=1, predict the reaction product. The product is: [C:2]1([C:1]2[NH:9][CH2:10][C:11]3[C:12](=[CH:13][CH:14]=[C:15]([N+:17]([O-:19])=[O:18])[CH:16]=3)[N:20]=2)[CH:7]=[CH:6][CH:5]=[CH:4][CH:3]=1. (4) The product is: [OH:22][NH:21][C:19]([C:14]1[CH:15]=[C:16]2[C:11](=[CH:12][CH:13]=1)[CH2:10][N:9]([C:7]([NH:6][CH2:5][CH2:4][CH2:3][O:2][CH3:1])=[O:8])[CH2:18][CH2:17]2)=[O:20]. Given the reactants [CH3:1][O:2][CH2:3][CH2:4][CH2:5][NH:6][C:7]([N:9]1[CH2:18][CH2:17][C:16]2[C:11](=[CH:12][CH:13]=[C:14]([C:19]([NH:21][O:22]C3CCCCO3)=[O:20])[CH:15]=2)[CH2:10]1)=[O:8].Cl, predict the reaction product. (5) The product is: [Br:1][C:2]1[CH:8]=[CH:7][C:5]([C:14]2[CH:15]=[CH:16][CH:17]=[CH:18][N:13]=2)=[CH:4][CH:3]=1. Given the reactants [Br:1][C:2]1[CH:8]=[CH:7][C:5](N)=[CH:4][CH:3]=1.N([O-])=O.[Na+].[N:13]1[CH:18]=[CH:17][CH:16]=[CH:15][CH:14]=1.C(=O)([O-])[O-].[Na+].[Na+], predict the reaction product. (6) Given the reactants Br[CH2:2][CH2:3][NH:4][C:5](=[O:11])[O:6][C:7]([CH3:10])([CH3:9])[CH3:8].[SH:12][CH2:13][CH2:14][OH:15].C[O-].[Na+], predict the reaction product. The product is: [OH:15][CH2:14][CH2:13][S:12][CH2:2][CH2:3][NH:4][C:5](=[O:11])[O:6][C:7]([CH3:10])([CH3:9])[CH3:8].